Dataset: Catalyst prediction with 721,799 reactions and 888 catalyst types from USPTO. Task: Predict which catalyst facilitates the given reaction. (1) Reactant: ClC1C=C(C=CC=1)C(OO)=[O:6].[C:12]([O:18][CH2:19][CH2:20][CH2:21][N:22]1[C:34]2[C:33]3[CH:32]=[CH:31][CH:30]=[CH:29][C:28]=3[N:27]=[CH:26][C:25]=2[N:24]=[C:23]1[CH2:35][CH2:36][CH2:37][CH3:38])(=[O:17])[CH2:13][CH2:14][CH2:15][CH3:16]. Product: [C:12]([O:18][CH2:19][CH2:20][CH2:21][N:22]1[C:34]2[C:33]3[CH:32]=[CH:31][CH:30]=[CH:29][C:28]=3[N+:27]([O-:6])=[CH:26][C:25]=2[N:24]=[C:23]1[CH2:35][CH2:36][CH2:37][CH3:38])(=[O:17])[CH2:13][CH2:14][CH2:15][CH3:16]. The catalyst class is: 2. (2) Reactant: [N:1]1[C:10]2[C:9](=[O:11])[CH2:8][CH2:7][CH2:6][C:5]=2[CH:4]=[CH:3][CH:2]=1.C1(C)C=CC(S(O)(=O)=[O:19])=CC=1.N1C[CH2:26][CH2:25][CH2:24]1.[CH2:28]([OH:30])[CH3:29]. Product: [O:11]=[C:9]1[C:10]2[N:1]=[CH:2][CH:3]=[CH:4][C:5]=2[CH2:6][CH2:7][CH:8]1[CH2:26][CH2:25][C:24]([O:30][CH2:28][CH3:29])=[O:19]. The catalyst class is: 638.